Task: Predict which catalyst facilitates the given reaction.. Dataset: Catalyst prediction with 721,799 reactions and 888 catalyst types from USPTO (1) Reactant: [Cl:1][C:2]1[C:3]([O:12][C:13]2[CH:18]=[C:17]([O:19][CH:20]([CH3:22])[CH3:21])[CH:16]=[CH:15][C:14]=2[CH2:23][CH2:24][CH2:25][OH:26])=[N:4][CH:5]=[C:6]([C:8]([F:11])([F:10])[F:9])[CH:7]=1.O[C:28]1[C:32]([CH2:33][CH2:34][C:35]([O:37]CC)=[O:36])=[CH:31][N:30]([CH3:40])[N:29]=1.C(P(CCCC)CCCC)CCC.N(C(N1CCCCC1)=O)=NC(N1CCCCC1)=O.O1CCCC1CO.[OH-].[Na+].Cl. Product: [Cl:1][C:2]1[C:3]([O:12][C:13]2[CH:18]=[C:17]([O:19][CH:20]([CH3:21])[CH3:22])[CH:16]=[CH:15][C:14]=2[CH2:23][CH2:24][CH2:25][O:26][C:28]2[C:32]([CH2:33][CH2:34][C:35]([OH:37])=[O:36])=[CH:31][N:30]([CH3:40])[N:29]=2)=[N:4][CH:5]=[C:6]([C:8]([F:11])([F:10])[F:9])[CH:7]=1. The catalyst class is: 7. (2) Reactant: [CH:1]([NH:4]C(C)C)(C)[CH3:2].C([Li])CCC.C(#N)C.[CH3:16][O:17][C:18]1[CH:23]=[CH:22][C:21]([C:24]#[N:25])=[CH:20][N:19]=1. Product: [NH2:25][C:24]([C:21]1[CH:20]=[N:19][C:18]([O:17][CH3:16])=[CH:23][CH:22]=1)=[CH:2][C:1]#[N:4]. The catalyst class is: 20.